Dataset: Full USPTO retrosynthesis dataset with 1.9M reactions from patents (1976-2016). Task: Predict the reactants needed to synthesize the given product. (1) Given the product [CH:25]1([C:9]2[N:5]3[CH:6]=[CH:7][N:8]=[C:3]([NH2:1])[C:4]3=[C:11]([C:12]3[CH:17]=[CH:16][C:15]([O:18][C:19]4[CH:24]=[CH:23][CH:22]=[CH:21][CH:20]=4)=[CH:14][CH:13]=3)[N:10]=2)[CH2:29][CH2:28][CH2:27][CH2:26]1, predict the reactants needed to synthesize it. The reactants are: [NH3:1].Cl[C:3]1[C:4]2[N:5]([C:9]([CH:25]3[CH2:29][CH2:28][CH2:27][CH2:26]3)=[N:10][C:11]=2[C:12]2[CH:17]=[CH:16][C:15]([O:18][C:19]3[CH:24]=[CH:23][CH:22]=[CH:21][CH:20]=3)=[CH:14][CH:13]=2)[CH:6]=[CH:7][N:8]=1. (2) Given the product [Br:11][C:5]1[CH:6]=[C:7]([N+:8]([O-:10])=[O:9])[C:2]([C:16]2[CH:17]=[CH:18][C:13]([Cl:12])=[CH:14][CH:15]=2)=[N:3][CH:4]=1, predict the reactants needed to synthesize it. The reactants are: Br[C:2]1[C:7]([N+:8]([O-:10])=[O:9])=[CH:6][C:5]([Br:11])=[CH:4][N:3]=1.[Cl:12][C:13]1[CH:18]=[CH:17][C:16](B(O)O)=[CH:15][CH:14]=1.[O-]P([O-])([O-])=O.[K+].[K+].[K+]. (3) Given the product [Br:28][C:25]1[N:24]2[CH:29]=[CH:30][N:31]=[C:23]2[C:22]([N:7]([C:6]([O:5][C:1]([CH3:4])([CH3:2])[CH3:3])=[O:32])[C:8]2[CH:13]=[CH:12][C:11]([N:14]3[CH2:15][CH2:16][O:17][CH2:18][CH2:19]3)=[C:10]([CH:9]=2)[CH2:20][O:21][S:41]([CH3:40])(=[O:43])=[O:42])=[N:27][CH:26]=1, predict the reactants needed to synthesize it. The reactants are: [C:1]([O:5][C:6](=[O:32])[N:7]([C:22]1[C:23]2[N:24]([CH:29]=[CH:30][N:31]=2)[C:25]([Br:28])=[CH:26][N:27]=1)[C:8]1[CH:13]=[CH:12][C:11]([N:14]2[CH2:19][CH2:18][O:17][CH2:16][CH2:15]2)=[C:10]([CH2:20][OH:21])[CH:9]=1)([CH3:4])([CH3:3])[CH3:2].C(N(CC)CC)C.[CH3:40][S:41](Cl)(=[O:43])=[O:42]. (4) Given the product [OH:13][CH2:12][C:4]1[C:5]2[C:10](=[CH:9][CH:8]=[CH:7][CH:6]=2)[CH:11]=[C:2]([C:48]#[N:49])[N:3]=1, predict the reactants needed to synthesize it. The reactants are: Cl[C:2]1[N:3]=[C:4]([CH2:12][OH:13])[C:5]2[C:10]([CH:11]=1)=[CH:9][CH:8]=[CH:7][CH:6]=2.CC(C1C=C(C(C)C)C(C2C=CC=CC=2P(C2CCCCC2)C2CCCCC2)=C(C(C)C)C=1)C.[CH3:48][N:49](C=O)C. (5) Given the product [F:1][C:2]([F:17])([F:16])[C:3](=[N:20][N:19]([CH3:21])[CH3:18])[CH2:4][C:5]1[CH:14]=[CH:13][C:8]([C:9]([O:11][CH3:12])=[O:10])=[CH:7][CH:6]=1, predict the reactants needed to synthesize it. The reactants are: [F:1][C:2]([F:17])([F:16])[C:3](=O)[CH2:4][C:5]1[CH:14]=[CH:13][C:8]([C:9]([O:11][CH3:12])=[O:10])=[CH:7][CH:6]=1.[CH3:18][N:19]([CH3:21])[NH2:20].C(O)(=O)C.